Dataset: Reaction yield outcomes from USPTO patents with 853,638 reactions. Task: Predict the reaction yield, written as a fraction of the theoretical maximum amount of product (1.0 means a 100% yield; for example, 0.34 means a 34% yield). The reactants are [CH3:1][N:2]([CH3:47])[CH2:3][C:4]([NH:6][C:7]1[CH:8]=[CH:9][C:10]([O:45][CH3:46])=[C:11]([NH:13][C:14]2[N:15]=[C:16]([NH:33][C:34]3[CH:43]=[CH:42][CH:41]=[C:40]([F:44])[C:35]=3[C:36]([NH:38][CH3:39])=[O:37])[C:17]3[CH:22]=[CH:21][N:20](S(C4C=CC(C)=CC=4)(=O)=O)[C:18]=3[N:19]=2)[CH:12]=1)=[O:5].[OH-].[K+].CCOC(C)=O.C([O-])(O)=O.[Na+]. The catalyst is O1CCOCC1. The product is [CH3:47][N:2]([CH3:1])[CH2:3][C:4]([NH:6][C:7]1[CH:8]=[CH:9][C:10]([O:45][CH3:46])=[C:11]([NH:13][C:14]2[NH:19][C:18]3=[N:20][CH:21]=[CH:22][C:17]3=[C:16]([NH:33][C:34]3[CH:43]=[CH:42][CH:41]=[C:40]([F:44])[C:35]=3[C:36]([NH:38][CH3:39])=[O:37])[N:15]=2)[CH:12]=1)=[O:5]. The yield is 0.590.